Dataset: Experimentally validated miRNA-target interactions with 360,000+ pairs, plus equal number of negative samples. Task: Binary Classification. Given a miRNA mature sequence and a target amino acid sequence, predict their likelihood of interaction. (1) The miRNA is hsa-miR-345-5p with sequence GCUGACUCCUAGUCCAGGGCUC. The protein sequence of the target gene is MRLLPEWFLLLFGPWLLRKAVSAQIPESGRPQYLGLRPAAAGAGAPGQQLPEPRSSDGLGVGRAWSWAWPTNHTGALARAGAAGALPAQRTKRKPSIKAARAKKIFGWGDFYFRVHTLKFSLLVTGKIVDHVNGTFSVYFRHNSSSLGNLSVSIVPPSKRVEFGGVWLPGPVPHPLQSTLALEGVLPGLGPPLGMAAAAAGPGLGGSLGGALAGPLGGALGVPGAKESRAFNCHVEYEKTNRARKHRPCLYDPSQVCFTEHTQSQAAWLCAKPFKVICIFVSFLSFDYKLVQKVCPDYNF.... Result: 0 (no interaction). (2) The miRNA is hsa-miR-202-3p with sequence AGAGGUAUAGGGCAUGGGAA. The protein sequence of the target gene is MDLRQFLMCLSLCTAFALSKPTEKKDRVHHEPQLSDKVHNDAQSFDYDHDAFLGAEEAKTFDQLTPEESKERLGKIVSKIDGDKDGFVTVDELKDWIKFAQKRWIYEDVERQWKGHDLNEDGLVSWEEYKNATYGYVLDDPDPDDGFNYKQMMVRDERRFKMADKDGDLIATKEEFTAFLHPEEYDYMKDIVVQETMEDIDKNADGFIDLEEYIGDMYSHDGNTDEPEWVKTEREQFVEFRDKNRDGKMDKEETKDWILPSDYDHAEAEARHLVYESDQNKDGKLTKEEIVDKYDLFVGS.... Result: 1 (interaction).